Task: Predict the reactants needed to synthesize the given product.. Dataset: Full USPTO retrosynthesis dataset with 1.9M reactions from patents (1976-2016) (1) Given the product [ClH:43].[Cl:43][C:39]1[CH:38]=[C:37]([C@@H:35]([OH:36])[CH2:34][NH:8][C@H:9]([CH3:33])[CH2:10][C:11]2[CH:12]=[CH:13][C:14]([S:17]([C:20]3[CH:28]=[CH:27][CH:26]=[C:25]([OH:29])[C:21]=3[C:22]([OH:24])=[O:23])(=[O:18])=[O:19])=[CH:15][CH:16]=2)[CH:42]=[CH:41][CH:40]=1, predict the reactants needed to synthesize it. The reactants are: C(OC([N:8]([CH2:34][C@@H:35]([C:37]1[CH:42]=[CH:41][CH:40]=[C:39]([Cl:43])[CH:38]=1)[OH:36])[C@H:9]([CH3:33])[CH2:10][C:11]1[CH:16]=[CH:15][C:14]([S:17]([C:20]2[CH:28]=[CH:27][CH:26]=[C:25]([O:29]COC)[C:21]=2[C:22]([OH:24])=[O:23])(=[O:19])=[O:18])=[CH:13][CH:12]=1)=O)(C)(C)C.Cl. (2) Given the product [NH2:8][C:16]1[CH2:22][C:21]([C:23]([NH:24][CH:25]([CH3:27])[CH3:26])=[O:28])=[CH:20][C:19]2[CH:29]=[C:30]([C:33]3[CH:34]=[CH:35][C:36]([C:39]([N:41]4[CH2:45][CH2:44][CH2:43][CH2:42]4)=[O:40])=[CH:37][CH:38]=3)[CH:31]=[CH:32][C:18]=2[N:17]=1, predict the reactants needed to synthesize it. The reactants are: C(OC([N:8]([C:16]1[CH2:22][C:21]([C:23](=[O:28])[NH:24][CH:25]([CH3:27])[CH3:26])=[CH:20][C:19]2[CH:29]=[C:30]([C:33]3[CH:38]=[CH:37][C:36]([C:39]([N:41]4[CH2:45][CH2:44][CH2:43][CH2:42]4)=[O:40])=[CH:35][CH:34]=3)[CH:31]=[CH:32][C:18]=2[N:17]=1)C(OC(C)(C)C)=O)=O)(C)(C)C.FC(F)(F)C(O)=O. (3) Given the product [CH3:1][N:2]1[CH2:3][CH2:4][CH:5]([O:8][C:9]2[CH:10]=[C:11]([CH2:12][NH2:13])[CH:14]=[CH:15][N:16]=2)[CH2:6][CH2:7]1, predict the reactants needed to synthesize it. The reactants are: [CH3:1][N:2]1[CH2:7][CH2:6][CH:5]([O:8][C:9]2[CH:10]=[C:11]([CH:14]=[CH:15][N:16]=2)[C:12]#[N:13])[CH2:4][CH2:3]1. (4) The reactants are: [Si]([O:8][C@@H:9]1[CH2:14][CH2:13][CH2:12][N:11]([C:15]2[CH:20]=[CH:19][N:18]=[CH:17][C:16]=2[NH:21][C:22]2[N:26]3[N:27]=[C:28]([C:31]4[CH:36]=[CH:35][CH:34]=[CH:33][C:32]=4[Cl:37])[CH:29]=[CH:30][C:25]3=[CH:24][N:23]=2)[CH2:10]1)(C(C)(C)C)(C)C.Cl. Given the product [Cl:37][C:32]1[CH:33]=[CH:34][CH:35]=[CH:36][C:31]=1[C:28]1[CH:29]=[CH:30][C:25]2[N:26]([C:22]([NH:21][C:16]3[CH:17]=[N:18][CH:19]=[CH:20][C:15]=3[N:11]3[CH2:12][CH2:13][CH2:14][C@@H:9]([OH:8])[CH2:10]3)=[N:23][CH:24]=2)[N:27]=1, predict the reactants needed to synthesize it. (5) Given the product [Br:24][CH2:25][C:26]([NH:1][C:2]1[C:16]([Cl:17])=[CH:15][CH:14]=[CH:13][C:3]=1[C:4]([C:6]1[CH:11]=[CH:10][CH:9]=[CH:8][C:7]=1[F:12])=[O:5])=[O:27], predict the reactants needed to synthesize it. The reactants are: [NH2:1][C:2]1[C:16]([Cl:17])=[CH:15][CH:14]=[CH:13][C:3]=1[C:4]([C:6]1[CH:11]=[CH:10][CH:9]=[CH:8][C:7]=1[F:12])=[O:5].N1C=CC=CC=1.[Br:24][CH2:25][C:26](Br)=[O:27]. (6) Given the product [NH2:80][C:2]1[CH:3]=[CH:4][C:5]2[O:18][C:8]3([C:16]4[C:11](=[N:12][CH:13]=[CH:14][CH:15]=4)[NH:10][C:9]3=[O:17])[C:7](=[O:19])[C:6]=2[CH:20]=1, predict the reactants needed to synthesize it. The reactants are: Br[C:2]1[CH:3]=[CH:4][C:5]2[O:18][C:8]3([C:16]4[C:11](=[N:12][CH:13]=[CH:14][CH:15]=4)[NH:10][C:9]3=[O:17])[C:7](=[O:19])[C:6]=2[CH:20]=1.C1C=CC(P(C2C(C3C(P(C4C=CC=CC=4)C4C=CC=CC=4)=CC=C4C=3C=CC=C4)=C3C(C=CC=C3)=CC=2)C2C=CC=CC=2)=CC=1.C(=[NH:80])(C1C=CC=CC=1)C1C=CC=CC=1.CC(C)([O-])C.[Na+]. (7) Given the product [CH:1]1([C:4]2[CH:5]=[N+:6]([O-:24])[CH:7]=[CH:8][C:9]=2[O:10][CH2:11][C:12]([F:15])([F:13])[F:14])[CH2:3][CH2:2]1, predict the reactants needed to synthesize it. The reactants are: [CH:1]1([C:4]2[CH:5]=[N:6][CH:7]=[CH:8][C:9]=2[O:10][CH2:11][C:12]([F:15])([F:14])[F:13])[CH2:3][CH2:2]1.C1C=C(Cl)C=C(C(OO)=[O:24])C=1. (8) Given the product [CH3:15][O:16][C:17]1[CH:18]=[C:19]([NH:20][C:12]([C:9]2[CH:10]=[N:11][C:6]([N:1]3[CH2:2][CH2:3][CH2:4][CH2:5]3)=[N:7][CH:8]=2)=[O:14])[CH:21]=[CH:22][CH:23]=1, predict the reactants needed to synthesize it. The reactants are: [N:1]1([C:6]2[N:11]=[CH:10][C:9]([C:12]([OH:14])=O)=[CH:8][N:7]=2)[CH2:5][CH2:4][CH2:3][CH2:2]1.[CH3:15][O:16][C:17]1[CH:18]=[C:19]([CH:21]=[CH:22][CH:23]=1)[NH2:20]. (9) Given the product [C:8]([O:16][CH2:17][CH2:18][CH2:19][C:20]1[C:39]([O:40][S:43]([C:42]([F:61])([F:60])[F:41])(=[O:45])=[O:44])=[CH:38][C:23]2[C:24]([C:34](=[O:37])[NH:35][CH3:36])=[C:25]([C:27]3[CH:32]=[CH:31][C:30]([F:33])=[CH:29][CH:28]=3)[O:26][C:22]=2[CH:21]=1)(=[O:15])[C:9]1[CH:10]=[CH:11][CH:12]=[CH:13][CH:14]=1, predict the reactants needed to synthesize it. The reactants are: C(N(CC)CC)C.[C:8]([O:16][CH2:17][CH2:18][CH2:19][C:20]1[C:39]([OH:40])=[CH:38][C:23]2[C:24]([C:34](=[O:37])[NH:35][CH3:36])=[C:25]([C:27]3[CH:32]=[CH:31][C:30]([F:33])=[CH:29][CH:28]=3)[O:26][C:22]=2[CH:21]=1)(=[O:15])[C:9]1[CH:14]=[CH:13][CH:12]=[CH:11][CH:10]=1.[F:41][C:42]([F:61])([F:60])[S:43](N(C1C=CC=CC=1)[S:43]([C:42]([F:61])([F:60])[F:41])(=[O:45])=[O:44])(=[O:45])=[O:44]. (10) Given the product [ClH:26].[Cl:26][C:22]1[CH:21]=[C:20]([CH:25]=[CH:24][CH:23]=1)[CH2:19][N:16]1[CH2:17][CH2:18][N:13]2[CH:12]=[C:11]([C:28](=[O:33])[C:29]([CH3:31])([CH3:32])[CH3:30])[C:10](=[O:34])[C:9]([OH:8])=[C:14]2[C:15]1=[O:27], predict the reactants needed to synthesize it. The reactants are: C([O:8][C:9]1[C:10](=[O:34])[C:11]([C:28](=[O:33])[C:29]([CH3:32])([CH3:31])[CH3:30])=[CH:12][N:13]2[CH2:18][CH2:17][N:16]([CH2:19][C:20]3[CH:25]=[CH:24][CH:23]=[C:22]([Cl:26])[CH:21]=3)[C:15](=[O:27])[C:14]=12)C1C=CC=CC=1.